From a dataset of Forward reaction prediction with 1.9M reactions from USPTO patents (1976-2016). Predict the product of the given reaction. (1) Given the reactants [Cl:1][C:2]1[CH:3]=[C:4]([C@@H:9]2[O:15][CH2:14][CH2:13][N:12]([C:16]([O:18][C:19]([CH3:22])([CH3:21])[CH3:20])=[O:17])[CH2:11][C@H:10]2[CH:23]=[O:24])[CH:5]=[CH:6][C:7]=1[Cl:8].C[Si](C)(C)[C:27]([F:30])([F:29])[F:28].[F-].C([N+](CCCC)(CCCC)CCCC)CCC.Cl, predict the reaction product. The product is: [Cl:1][C:2]1[CH:3]=[C:4]([C@@H:9]2[O:15][CH2:14][CH2:13][N:12]([C:16]([O:18][C:19]([CH3:20])([CH3:21])[CH3:22])=[O:17])[CH2:11][C@H:10]2[CH:23]([OH:24])[C:27]([F:30])([F:29])[F:28])[CH:5]=[CH:6][C:7]=1[Cl:8]. (2) Given the reactants [Cl:1][C:2]1[CH:3]=[N:4][C:5]2[N:6]([N:8]=[C:9]([C:11]([OH:13])=O)[CH:10]=2)[CH:7]=1.[F:14][C:15]1[CH:16]=[C:17]2[C:22](=[CH:23][CH:24]=1)[N:21]([CH3:25])[NH:20][CH2:19][CH2:18]2, predict the reaction product. The product is: [F:14][C:15]1[CH:16]=[C:17]2[C:22](=[CH:23][CH:24]=1)[N:21]([CH3:25])[N:20]([C:11]([C:9]1[CH:10]=[C:5]3[N:4]=[CH:3][C:2]([Cl:1])=[CH:7][N:6]3[N:8]=1)=[O:13])[CH2:19][CH2:18]2. (3) Given the reactants C[Si](C=[N+]=[N-])(C)C.Br[C:9]1[CH:14]=[CH:13][C:12]([CH2:15][CH2:16][C:17]([OH:19])=[O:18])=[CH:11][CH:10]=1.[C:20]([O-])(=O)C.[K+].[B:25]1([B:25]2[O:29][C:28]([CH3:31])([CH3:30])[C:27]([CH3:33])([CH3:32])[O:26]2)[O:29][C:28]([CH3:31])([CH3:30])[C:27]([CH3:33])([CH3:32])[O:26]1, predict the reaction product. The product is: [CH3:20][O:19][C:17](=[O:18])[CH2:16][CH2:15][C:12]1[CH:13]=[CH:14][C:9]([B:25]2[O:29][C:28]([CH3:31])([CH3:30])[C:27]([CH3:33])([CH3:32])[O:26]2)=[CH:10][CH:11]=1. (4) Given the reactants [NH2:1][C:2]1[N:3]=[C:4]([NH:15][C:16]2[CH:21]=[CH:20][CH:19]=[CH:18][CH:17]=2)[S:5][C:6]=1[C:7]([C:9]1[CH:10]=[N:11][CH:12]=[CH:13][CH:14]=1)=[O:8].[CH3:22]C(C)=O, predict the reaction product. The product is: [NH2:1][C:2]1[N:3]=[C:4]([NH:15][C:16]2[CH:21]=[CH:20][CH:19]=[CH:18][CH:17]=2)[S:5][C:6]=1[C:7]([C:9]1[CH2:10][N:11]([CH3:22])[CH2:12][CH2:13][CH:14]=1)=[O:8]. (5) Given the reactants [CH2:1]([S-:3])[CH3:2].[Na+].ClC1C=CC(N[C:11]2[C:20]3[C:15](=[CH:16][C:17]([O:23][CH2:24][CH2:25][CH2:26]Cl)=[C:18]([O:21][CH3:22])[CH:19]=3)[N:14]=[CH:13][N:12]=2)=C(F)C=1, predict the reaction product. The product is: [CH2:1]([S:3][CH2:26][CH2:25][CH2:24][O:23][C:17]1[CH:16]=[C:15]2[C:20]([CH:11]=[N:12][CH:13]=[N:14]2)=[CH:19][C:18]=1[O:21][CH3:22])[CH3:2].